This data is from Catalyst prediction with 721,799 reactions and 888 catalyst types from USPTO. The task is: Predict which catalyst facilitates the given reaction. Reactant: [CH3:1][O:2][C:3]1[CH:39]=[CH:38][C:6]([CH2:7][N:8]2[CH:12]=[C:11]([C:13]3[N:14]=[C:15]([NH:18][C:19]4[N:24]=[C:23]([CH3:25])[CH:22]=[CH:21][N:20]=4)[S:16][CH:17]=3)[C:10]([C:26]3[CH2:27][N:28](C(OC(C)(C)C)=O)[CH2:29][CH:30]=3)=[N:9]2)=[CH:5][CH:4]=1. Product: [NH:28]1[CH2:29][CH:30]=[C:26]([C:10]2[C:11]([C:13]3[N:14]=[C:15]([NH:18][C:19]4[N:24]=[C:23]([CH3:25])[CH:22]=[CH:21][N:20]=4)[S:16][CH:17]=3)=[CH:12][N:8]([CH2:7][C:6]3[CH:5]=[CH:4][C:3]([O:2][CH3:1])=[CH:39][CH:38]=3)[N:9]=2)[CH2:27]1. The catalyst class is: 209.